The task is: Predict the product of the given reaction.. This data is from Forward reaction prediction with 1.9M reactions from USPTO patents (1976-2016). (1) Given the reactants C(OC(=O)[NH:7][CH:8](C)[C:9]([N:11]1[CH2:15][CH2:14][CH2:13][CH:12]1[C:16](=[O:41])[NH:17][CH:18]([CH:30]1[CH:37]2[CH2:38][CH:33]3[CH2:34][C:35]([OH:40])([CH2:39][CH:31]1[CH2:32]3)[CH2:36]2)[C:19]([N:21]1[CH2:26][CH:25]2[CH:23]([CH2:24]2)[CH:22]1[C:27](=O)[NH2:28])=[O:20])=[O:10])(C)(C)C.N1C=C[CH:47]=[CH:46][CH:45]=1.[F:50][C:51]([F:62])([F:61])[C:52]([O:54]C(=O)C(F)(F)F)=[O:53], predict the reaction product. The product is: [F:50][C:51]([F:62])([F:61])[C:52]([OH:54])=[O:53].[C:27]([CH:22]1[N:21]([C:19](=[O:20])[CH:18]([NH:17][C:16]([CH:12]2[CH2:13][CH2:14][CH2:15][N:11]2[C:9](=[O:10])[CH:8]([NH2:7])[CH:46]([CH3:47])[CH3:45])=[O:41])[CH:30]2[CH:31]3[CH2:32][CH:33]4[CH2:34][C:35]([OH:40])([CH2:36][CH:37]2[CH2:38]4)[CH2:39]3)[CH2:26][CH:25]2[CH:23]1[CH2:24]2)#[N:28]. (2) Given the reactants C[O:2][C:3](=[O:25])[CH2:4][C:5]1[CH:6]=[C:7]([C:13]2[CH:18]=[CH:17][C:16]([C:19]([F:22])([F:21])[F:20])=[CH:15][C:14]=2[CH:23]=O)[C:8]([O:11][CH3:12])=[CH:9][CH:10]=1.[CH:26]1([NH2:31])[CH2:30][CH2:29][CH2:28][CH2:27]1.Cl[C:33]([O:35][CH2:36][C:37]1[CH:42]=[CH:41][CH:40]=[CH:39][CH:38]=1)=[O:34], predict the reaction product. The product is: [CH2:36]([O:35][C:33]([N:31]([CH2:23][C:14]1[CH:15]=[C:16]([C:19]([F:22])([F:21])[F:20])[CH:17]=[CH:18][C:13]=1[C:7]1[C:8]([O:11][CH3:12])=[CH:9][CH:10]=[C:5]([CH2:4][C:3]([OH:25])=[O:2])[CH:6]=1)[CH:26]1[CH2:30][CH2:29][CH2:28][CH2:27]1)=[O:34])[C:37]1[CH:42]=[CH:41][CH:40]=[CH:39][CH:38]=1. (3) Given the reactants C(OC([NH:8][C@H:9]([C:11]([NH:13][C:14]1[CH:19]=[CH:18][CH:17]=[CH:16][C:15]=1[CH2:20][CH2:21][C:22]([OH:24])=[O:23])=[O:12])[CH3:10])=O)(C)(C)C.[C:25]([OH:31])([C:27]([F:30])([F:29])[F:28])=[O:26], predict the reaction product. The product is: [F:28][C:27]([F:30])([F:29])[C:25]([OH:31])=[O:26].[NH2:8][C@H:9]([C:11]([NH:13][C:14]1[CH:19]=[CH:18][CH:17]=[CH:16][C:15]=1[CH2:20][CH2:21][C:22]([OH:24])=[O:23])=[O:12])[CH3:10]. (4) The product is: [CH:22]1([NH:27][C:2]2[CH:12]=[CH:11][C:5]([C:6]([O:8][CH2:9][CH3:10])=[O:7])=[CH:4][C:3]=2[N+:13]([O-:15])=[O:14])[CH2:26][CH2:25][CH2:24][CH2:23]1. Given the reactants Cl[C:2]1[CH:12]=[CH:11][C:5]([C:6]([O:8][CH2:9][CH3:10])=[O:7])=[CH:4][C:3]=1[N+:13]([O-:15])=[O:14].C([O-])([O-])=O.[K+].[K+].[CH:22]1([NH2:27])[CH2:26][CH2:25][CH2:24][CH2:23]1, predict the reaction product. (5) The product is: [O:7]([CH2:14][CH2:15][CH2:16][CH2:17][O:18][C:19]1[CH:24]=[CH:23][C:22]([CH2:25][CH2:26][CH2:27][OH:28])=[CH:21][CH:20]=1)[C:8]1[CH:9]=[CH:10][CH:11]=[CH:12][CH:13]=1. Given the reactants [H-].[Al+3].[Li+].[H-].[H-].[H-].[O:7]([CH2:14][CH2:15][CH2:16][CH2:17][O:18][C:19]1[CH:24]=[CH:23][C:22]([CH2:25][CH2:26][C:27](OC)=[O:28])=[CH:21][CH:20]=1)[C:8]1[CH:13]=[CH:12][CH:11]=[CH:10][CH:9]=1.CO.Cl, predict the reaction product.